From a dataset of Reaction yield outcomes from USPTO patents with 853,638 reactions. Predict the reaction yield, written as a fraction of the theoretical maximum amount of product (1.0 means a 100% yield; for example, 0.34 means a 34% yield). The reactants are [CH3:1][O:2][C:3](=[O:15])[C:4]1[CH:9]=[C:8]([CH:10]2[CH2:12][CH2:11]2)[N:7]=[C:6]([CH3:13])[C:5]=1[OH:14].Br[CH2:17][C:18]1[CH:23]=[CH:22][CH:21]=[C:20]([C:24]#[N:25])[CH:19]=1. No catalyst specified. The product is [CH3:1][O:2][C:3](=[O:15])[C:4]1[CH:9]=[C:8]([CH:10]2[CH2:12][CH2:11]2)[N:7]=[C:6]([CH3:13])[C:5]=1[O:14][CH2:17][C:18]1[CH:23]=[CH:22][CH:21]=[C:20]([C:24]#[N:25])[CH:19]=1. The yield is 0.630.